Dataset: Full USPTO retrosynthesis dataset with 1.9M reactions from patents (1976-2016). Task: Predict the reactants needed to synthesize the given product. (1) Given the product [Br:5][C:6]1[CH:15]=[CH:14][C:9]([C:10]2([OH:12])[CH2:2][CH2:1]2)=[C:8]([F:16])[CH:7]=1, predict the reactants needed to synthesize it. The reactants are: [CH2:1]([Mg]I)[CH3:2].[Br:5][C:6]1[CH:15]=[CH:14][C:9]([C:10]([O:12]C)=O)=[C:8]([F:16])[CH:7]=1.[NH4+].[Cl-]. (2) Given the product [C:4]([O:3][C:1](=[O:2])[N:8]([CH:9]([C:11](=[O:13])[NH:46][CH:47]([C:48]([N:50]1[CH2:54][CH2:53][CH:52]2[N:55]([S:68]([CH3:71])(=[O:69])=[O:70])[CH2:56][CH:57]([C:58]3[C:66]4[C:61](=[CH:62][C:63]([F:67])=[CH:64][CH:65]=4)[NH:60][CH:59]=3)[CH:51]12)=[O:49])[CH2:72][CH3:73])[CH3:10])[CH3:14])([CH3:5])([CH3:6])[CH3:7], predict the reactants needed to synthesize it. The reactants are: [C:1]([N:8]([CH3:14])[C@H:9]([C:11]([OH:13])=O)[CH3:10])([O:3][C:4]([CH3:7])([CH3:6])[CH3:5])=[O:2].CN(C(ON1N=NC2C=CC=NC1=2)=[N+](C)C)C.F[P-](F)(F)(F)(F)F.CN1CCOCC1.[NH2:46][CH:47]([CH2:72][CH3:73])[C:48]([N:50]1[CH2:54][CH2:53][CH:52]2[N:55]([S:68]([CH3:71])(=[O:70])=[O:69])[CH2:56][CH:57]([C:58]3[C:66]4[C:61](=[CH:62][C:63]([F:67])=[CH:64][CH:65]=4)[NH:60][CH:59]=3)[CH:51]12)=[O:49]. (3) Given the product [N+:1]([C:4]1[CH:22]=[CH:21][C:7]2[N:8]([CH2:13][CH2:14][N:15]3[CH2:19][CH2:18][CH2:17][CH2:16]3)[CH2:9][CH2:10][CH2:11][O:12][C:6]=2[CH:5]=1)([O-:3])=[O:2], predict the reactants needed to synthesize it. The reactants are: [N+:1]([C:4]1[CH:22]=[CH:21][C:7]2[N:8]([C:13](=O)[CH2:14][N:15]3[CH2:19][CH2:18][CH2:17][CH2:16]3)[CH2:9][CH2:10][CH2:11][O:12][C:6]=2[CH:5]=1)([O-:3])=[O:2]. (4) Given the product [OH:35][CH2:34][CH2:33][O:32][N:31]=[C:16]([C:12]1[CH:13]=[C:14]([CH3:15])[C:9]([NH:8][C:5]2[N:4]=[C:3]([NH:20][C:21]3[CH:25]=[C:24]([CH3:26])[NH:23][N:22]=3)[C:2]([Cl:1])=[CH:7][N:6]=2)=[CH:10][C:11]=1[CH3:19])[CH3:17], predict the reactants needed to synthesize it. The reactants are: [Cl:1][C:2]1[C:3]([NH:20][C:21]2[CH:25]=[C:24]([CH3:26])[NH:23][N:22]=2)=[N:4][C:5]([NH:8][C:9]2[C:14]([CH3:15])=[CH:13][C:12]([C:16](=O)[CH3:17])=[C:11]([CH3:19])[CH:10]=2)=[N:6][CH:7]=1.CC(O)=O.[NH2:31][O:32][CH2:33][CH2:34][OH:35]. (5) Given the product [C:1]([O:4][CH2:5][CH2:6][O:7][CH2:8][CH2:9][O:10][CH2:11][CH2:12][I:14])(=[O:3])[CH3:2], predict the reactants needed to synthesize it. The reactants are: [C:1]([O:4][CH2:5][CH2:6][O:7][CH2:8][CH2:9][O:10][CH2:11][CH2:12]Cl)(=[O:3])[CH3:2].[I-:14].[Na+]. (6) The reactants are: [OH:1][C:2]([CH:4]([C:6]1[CH:15]=[CH:14][C:9]([CH2:10][CH:11]([CH3:13])[CH3:12])=[CH:8][CH:7]=1)[CH3:5])=[O:3]. Given the product [CH3:12][CH:11]([CH2:10][C:9]1[CH:14]=[CH:15][C:6]([C:4]2([C:2]([OH:1])=[O:3])[C:15]3[CH:14]=[C:9]([CH2:10][CH:11]([CH3:12])[CH3:13])[CH:8]=[CH:7][C:6]=3[CH:4]([C:2]([OH:1])=[O:3])[CH2:5][CH2:5]2)=[CH:7][CH:8]=1)[CH3:13], predict the reactants needed to synthesize it. (7) The reactants are: Br[C:2]1[N:10]([CH3:11])[C:9]2[C:8](=[O:12])[N:7]([CH3:13])[C:6](=[O:14])[N:5]([CH3:15])[C:4]=2[N:3]=1.[CH3:16][O:17][C:18]1[CH:19]=[C:20](B(O)O)[CH:21]=[CH:22][C:23]=1[O:24][CH3:25].C(=O)([O-])[O-].[K+].[K+]. Given the product [CH3:13][N:7]1[C:8](=[O:12])[C:9]2[N:10]([CH3:11])[C:2]([C:21]3[CH:20]=[CH:19][C:18]([O:17][CH3:16])=[C:23]([O:24][CH3:25])[CH:22]=3)=[N:3][C:4]=2[N:5]([CH3:15])[C:6]1=[O:14], predict the reactants needed to synthesize it. (8) Given the product [CH2:16]([O:15][C:13]([NH:45][S:42]([C:33]1[CH:34]=[CH:35][C:36]([CH2:38][CH:39]([CH3:41])[CH3:40])=[CH:37][C:32]=1[C:29]1[CH:30]=[CH:31][C:26]([CH2:25][N:20]2[CH:24]=[CH:23][N:22]=[CH:21]2)=[CH:27][CH:28]=1)(=[O:43])=[O:44])=[O:14])[CH2:17][CH2:18][CH3:19], predict the reactants needed to synthesize it. The reactants are: N1(C2C=CC=CN=2)CCCC1.Cl[C:13]([O:15][CH2:16][CH2:17][CH2:18][CH3:19])=[O:14].[N:20]1([CH2:25][C:26]2[CH:31]=[CH:30][C:29]([C:32]3[CH:37]=[C:36]([CH2:38][CH:39]([CH3:41])[CH3:40])[CH:35]=[CH:34][C:33]=3[S:42]([NH:45]C(C)(C)C)(=[O:44])=[O:43])=[CH:28][CH:27]=2)[CH:24]=[CH:23][N:22]=[CH:21]1.